Predict the reactants needed to synthesize the given product. From a dataset of Full USPTO retrosynthesis dataset with 1.9M reactions from patents (1976-2016). Given the product [CH3:1][C:2]1[C:7]([OH:8])=[CH:6][CH:5]=[CH:4][C:3]=1[C:9]([NH:11][C@H:12]([C@H:21]([OH:40])[CH2:22][N:23]1[C@H:32]([C:33]([NH:35][C:36]([CH3:38])([CH3:37])[CH3:39])=[O:34])[CH2:31][C@H:30]2[C@H:25]([CH2:26][CH2:27][CH2:28][CH2:29]2)[CH2:24]1)[CH2:13][S:14][C:15]1[CH:20]=[CH:19][CH:18]=[CH:17][CH:16]=1)=[O:10].[CH3:41][S:42]([OH:45])(=[O:44])=[O:43], predict the reactants needed to synthesize it. The reactants are: [CH3:1][C:2]1[C:7]([OH:8])=[CH:6][CH:5]=[CH:4][C:3]=1[C:9]([NH:11][C@H:12]([C@H:21]([OH:40])[CH2:22][N:23]1[C@H:32]([C:33]([NH:35][C:36]([CH3:39])([CH3:38])[CH3:37])=[O:34])[CH2:31][C@H:30]2[C@H:25]([CH2:26][CH2:27][CH2:28][CH2:29]2)[CH2:24]1)[CH2:13][S:14][C:15]1[CH:16]=[CH:17][CH:18]=[CH:19][CH:20]=1)=[O:10].[CH3:41][S:42]([OH:45])(=[O:44])=[O:43].C(C(C)=O)C(C)C.